Dataset: Catalyst prediction with 721,799 reactions and 888 catalyst types from USPTO. Task: Predict which catalyst facilitates the given reaction. (1) Reactant: [N:1]12[CH2:8][CH2:7][C:4]([C:9]([C:17]3[CH:22]=[CH:21][CH:20]=[CH:19][CH:18]=3)([C:11]3[CH:16]=[CH:15][CH:14]=[CH:13][CH:12]=3)[OH:10])([CH2:5][CH2:6]1)[CH2:3][CH2:2]2.[Br:23][CH2:24][C:25]([C:27]1[CH:32]=[CH:31][CH:30]=[CH:29][CH:28]=1)=[O:26]. Product: [Br-:23].[OH:10][C:9]([C:17]1[CH:22]=[CH:21][CH:20]=[CH:19][CH:18]=1)([C:11]1[CH:12]=[CH:13][CH:14]=[CH:15][CH:16]=1)[C:4]12[CH2:5][CH2:6][N+:1]([CH2:24][C:25](=[O:26])[C:27]3[CH:32]=[CH:31][CH:30]=[CH:29][CH:28]=3)([CH2:2][CH2:3]1)[CH2:8][CH2:7]2. The catalyst class is: 23. (2) Reactant: [C:1]([O:5][C:6]([N:8]1[CH2:14][C:13]2[CH:15]=[C:16](Br)[CH:17]=[CH:18][C:12]=2[O:11][CH2:10][CH2:9]1)=[O:7])([CH3:4])([CH3:3])[CH3:2].C([O:23][B:24](OC(C)C)[O:25]C(C)C)(C)C.C([Li])CCC. Product: [C:1]([O:5][C:6]([N:8]1[CH2:14][C:13]2[CH:15]=[C:16]([B:24]([OH:25])[OH:23])[CH:17]=[CH:18][C:12]=2[O:11][CH2:10][CH2:9]1)=[O:7])([CH3:4])([CH3:3])[CH3:2]. The catalyst class is: 7.